From a dataset of Full USPTO retrosynthesis dataset with 1.9M reactions from patents (1976-2016). Predict the reactants needed to synthesize the given product. (1) Given the product [Cl:1][C:31]1[CH:30]=[CH:29][C:28]([CH2:32][NH:33][C:34]([N:3]2[CH2:4][CH2:5][CH:6]([O:9][C:10]3[N:11]=[CH:12][CH:13]=[CH:14][N:15]=3)[CH2:7][CH2:8]2)=[O:35])=[CH:27][CH:26]=1, predict the reactants needed to synthesize it. The reactants are: [ClH:1].Cl.[NH:3]1[CH2:8][CH2:7][CH:6]([O:9][C:10]2[N:15]=[CH:14][CH:13]=[CH:12][N:11]=2)[CH2:5][CH2:4]1.C(N(C(C)C)CC)(C)C.Cl[C:26]1[CH:31]=[CH:30][CH:29]=[C:28]([CH2:32][N:33]=[C:34]=[O:35])[CH:27]=1. (2) Given the product [NH2:35][C:5]1[CH:4]=[C:3]([F:2])[C:21]([N:22]2[C:27](=[O:28])[CH:26]=[C:25]([C:29]([F:30])([F:32])[F:31])[N:24]([CH3:33])[C:23]2=[O:34])=[CH:20][C:6]=1[O:7][C:8]1[CH:19]=[CH:18][CH:17]=[CH:16][C:9]=1[O:10][CH2:11][C:12]([O:14][CH3:15])=[O:13], predict the reactants needed to synthesize it. The reactants are: O.[F:2][C:3]1[C:21]([N:22]2[C:27](=[O:28])[CH:26]=[C:25]([C:29]([F:32])([F:31])[F:30])[N:24]([CH3:33])[C:23]2=[O:34])=[CH:20][C:6]([O:7][C:8]2[CH:19]=[CH:18][CH:17]=[CH:16][C:9]=2[O:10][CH2:11][C:12]([O:14][CH3:15])=[O:13])=[C:5]([N+:35]([O-])=O)[CH:4]=1. (3) Given the product [CH2:3]([O:6][CH2:7][C@H:8]([NH2:13])[CH2:9][CH:10]([CH3:11])[CH3:12])[CH:4]=[CH2:5], predict the reactants needed to synthesize it. The reactants are: CO.[CH2:3]([O:6][CH2:7][C@H:8]([NH:13]C(=O)C(F)(F)F)[CH2:9][CH:10]([CH3:12])[CH3:11])[CH:4]=[CH2:5].C(=O)([O-])[O-].[K+].[K+]. (4) Given the product [CH3:12][N:9]1[C:10]2[C:5](=[CH:4][C:3]([C:13]([F:16])([F:15])[F:14])=[C:2]([C:25]3[CH:26]=[CH:27][C:28]([C:31]([O:33][C:34]([CH3:37])([CH3:36])[CH3:35])=[O:32])=[N:29][CH:30]=3)[CH:11]=2)[NH:6][CH2:7][CH2:8]1, predict the reactants needed to synthesize it. The reactants are: Br[C:2]1[CH:11]=[C:10]2[C:5]([NH:6][CH2:7][CH2:8][N:9]2[CH3:12])=[CH:4][C:3]=1[C:13]([F:16])([F:15])[F:14].CC1(C)C(C)(C)OB([C:25]2[CH:26]=[CH:27][C:28]([C:31]([O:33][C:34]([CH3:37])([CH3:36])[CH3:35])=[O:32])=[N:29][CH:30]=2)O1.[O-]P([O-])([O-])=O.[K+].[K+].[K+]. (5) Given the product [Br:17][C:18]1[CH:23]=[CH:22][C:21]([C:4]2[C:5]3[O:6][C:7]4[CH:13]=[CH:12][CH:11]=[CH:10][C:8]=4[C:9]=3[CH:1]=[CH:2][CH:3]=2)=[CH:20][CH:19]=1, predict the reactants needed to synthesize it. The reactants are: [CH:1]1[C:9]2[C:8]3[CH:10]=[CH:11][CH:12]=[CH:13][C:7]=3[O:6][C:5]=2[C:4](B(O)O)=[CH:3][CH:2]=1.[Br:17][C:18]1[CH:23]=[CH:22][C:21](Br)=[CH:20][CH:19]=1.C1(C)C=CC=CC=1.C(=O)([O-])[O-].[K+].[K+]. (6) Given the product [CH3:27][C:4]1[CH:3]=[C:2]([NH:1][CH2:29][CH2:28][C:30]2[CH:35]=[CH:34][CH:33]=[CH:32][N:31]=2)[CH:7]=[CH:6][C:5]=1[NH:8][C:9]([C:11]1[C:12]([C:17]2[CH:22]=[CH:21][C:20]([C:23]([F:24])([F:25])[F:26])=[CH:19][CH:18]=2)=[CH:13][CH:14]=[CH:15][CH:16]=1)=[O:10], predict the reactants needed to synthesize it. The reactants are: [NH2:1][C:2]1[CH:7]=[CH:6][C:5]([NH:8][C:9]([C:11]2[C:12]([C:17]3[CH:22]=[CH:21][C:20]([C:23]([F:26])([F:25])[F:24])=[CH:19][CH:18]=3)=[CH:13][CH:14]=[CH:15][CH:16]=2)=[O:10])=[C:4]([CH3:27])[CH:3]=1.[CH:28]([C:30]1[CH:35]=[CH:34][CH:33]=[CH:32][N:31]=1)=[CH2:29].CS(O)(=O)=O. (7) Given the product [Br:12][C:10]1[CH:11]=[C:2]([NH:1][CH:17]2[CH2:18][CH2:19][O:14][CH2:15][CH2:16]2)[C:3]([CH3:13])=[C:4]([CH:9]=1)[C:5]([O:7][CH3:8])=[O:6], predict the reactants needed to synthesize it. The reactants are: [NH2:1][C:2]1[C:3]([CH3:13])=[C:4]([CH:9]=[C:10]([Br:12])[CH:11]=1)[C:5]([O:7][CH3:8])=[O:6].[O:14]1[CH2:19][CH2:18][C:17](=O)[CH2:16][CH2:15]1.C(O)(=O)C.C([BH3-])#N.[Na+]. (8) Given the product [C:30]([O:34][C:35]([N:37]1[CH2:42][CH2:41][C:40]([CH:26]([C:27]([OH:29])=[O:28])[C:23]2[CH:22]=[CH:21][C:20]([F:19])=[CH:25][CH:24]=2)([OH:43])[CH2:39][CH2:38]1)=[O:36])([CH3:33])([CH3:31])[CH3:32], predict the reactants needed to synthesize it. The reactants are: C(NC(C)C)(C)C.C([Li])CCC.CCCCCC.[F:19][C:20]1[CH:25]=[CH:24][C:23]([CH2:26][C:27]([OH:29])=[O:28])=[CH:22][CH:21]=1.[C:30]([O:34][C:35]([N:37]1[CH2:42][CH2:41][C:40](=[O:43])[CH2:39][CH2:38]1)=[O:36])([CH3:33])([CH3:32])[CH3:31].